Dataset: Full USPTO retrosynthesis dataset with 1.9M reactions from patents (1976-2016). Task: Predict the reactants needed to synthesize the given product. (1) Given the product [CH:8]([CH:9]1[CH2:13][CH2:12][N:11]([C:14]([O:16][C:17]([CH3:20])([CH3:19])[CH3:18])=[O:15])[CH2:10]1)=[O:7], predict the reactants needed to synthesize it. The reactants are: N1C=CC=CC=1.[OH:7][CH2:8][CH:9]1[CH2:13][CH2:12][N:11]([C:14]([O:16][C:17]([CH3:20])([CH3:19])[CH3:18])=[O:15])[CH2:10]1. (2) Given the product [CH3:21][O:20][C:14]1[C:11]2[C:12]([CH3:13])=[C:8]([C:6]([OH:5])=[O:7])[O:9][C:10]=2[CH:17]=[CH:16][C:15]=1[CH2:18][O:19][C:22](=[O:23])[C:24]([F:27])([F:26])[F:25], predict the reactants needed to synthesize it. The reactants are: C([O:5][C:6]([C:8]1[O:9][C:10]2[CH:17]=[CH:16][C:15]([CH2:18][OH:19])=[C:14]([O:20][CH3:21])[C:11]=2[C:12]=1[CH3:13])=[O:7])(C)(C)C.[C:22](O)([C:24]([F:27])([F:26])[F:25])=[O:23].ClCCl. (3) Given the product [Cl:1][C:2]1[CH:7]=[CH:6][C:5]([O:8][CH2:10][C:11](=[O:13])[CH3:12])=[CH:4][CH:3]=1, predict the reactants needed to synthesize it. The reactants are: [Cl:1][C:2]1[CH:7]=[CH:6][C:5]([OH:8])=[CH:4][CH:3]=1.Cl[CH2:10][C:11](=[O:13])[CH3:12].C(=O)([O-])[O-].[K+].[K+].[I-].[K+]. (4) The reactants are: [CH:1]1([CH2:7][C:8]2[N:13]([CH3:14])[C:12](=[O:15])[C:11]([C:16]3[CH:21]=[CH:20][C:19]([O:22][C:23]4[CH:28]=[CH:27][N:26]=[C:25]5[N:29]([CH2:33][C:34]6[CH:39]=[CH:38][C:37]([O:40][CH3:41])=[CH:36][CH:35]=6)[N:30]=[C:31](I)[C:24]=45)=[C:18]([F:42])[CH:17]=3)=[CH:10][N:9]=2)[CH2:6][CH2:5][CH2:4][CH2:3][CH2:2]1.[N:43]1([C:49]([C:51]2[CH:56]=[CH:55][C:54](B(O)O)=[CH:53][CH:52]=2)=[O:50])[CH2:48][CH2:47][O:46][CH2:45][CH2:44]1.[Cl-].[Li+]. Given the product [CH:1]1([CH2:7][C:8]2[N:13]([CH3:14])[C:12](=[O:15])[C:11]([C:16]3[CH:21]=[CH:20][C:19]([O:22][C:23]4[CH:28]=[CH:27][N:26]=[C:25]5[N:29]([CH2:33][C:34]6[CH:39]=[CH:38][C:37]([O:40][CH3:41])=[CH:36][CH:35]=6)[N:30]=[C:31]([C:54]6[CH:53]=[CH:52][C:51]([C:49]([N:43]7[CH2:48][CH2:47][O:46][CH2:45][CH2:44]7)=[O:50])=[CH:56][CH:55]=6)[C:24]=45)=[C:18]([F:42])[CH:17]=3)=[CH:10][N:9]=2)[CH2:6][CH2:5][CH2:4][CH2:3][CH2:2]1, predict the reactants needed to synthesize it. (5) The reactants are: C1[C:2]([CH2:10][NH:11][C@@H:12]2[CH2:17][CH2:16][C@@H:15](O)[CH2:14][CH2:13]2)=C(N)C(Br)=CC=1Br.C1[CH:24]([NH:25]CC2C(N)=C(Br)C=C(Br)C=2)[CH2:23]CC(O)C1.Cl.O.[OH:61][CH:60]1[O:59][C@H:58]([CH2:60][OH:61])[C@@H:45]([O:61][C@@H:60]2[O:59][C@H:58]([CH2:45]O)[C@H:60]([OH:61])[C@H:45](O)[C@H:58]2[OH:59])[C@H:45](O)[C@H:58]1[OH:59].[Si](O)(O)(O)O.C([O-])(=O)CCCCCCCCCCCCCCCCC.[Mg+2].C([O-])(=O)CCCCCCCCCCCCCCCCC. Given the product [CH:15]1[CH:16]=[CH:17][C:12]([N:11]2[CH2:10][CH2:2][N:25]([CH2:45][C@H:58]([OH:59])[CH2:60][OH:61])[CH2:24][CH2:23]2)=[CH:13][CH:14]=1, predict the reactants needed to synthesize it. (6) The reactants are: CCN(C(C)C)C(C)C.OC(C(F)(F)F)=O.[NH2:17][CH2:18][C:19]([N:21]1[CH2:26][CH2:25][N:24]([C:27](=[O:38])[C:28]2[CH:33]=[CH:32][CH:31]=[CH:30][C:29]=2[C:34]([F:37])([F:36])[F:35])[CH2:23][CH2:22]1)=[O:20].C1C=CC2N(O)N=NC=2C=1.CCN=C=NCCCN(C)C.Cl.[F:61][C:62]([F:73])([F:72])[C:63]1[CH:71]=[CH:70][C:66]([C:67](O)=[O:68])=[CH:65][CH:64]=1. Given the product [O:20]=[C:19]([N:21]1[CH2:22][CH2:23][N:24]([C:27](=[O:38])[C:28]2[CH:33]=[CH:32][CH:31]=[CH:30][C:29]=2[C:34]([F:37])([F:35])[F:36])[CH2:25][CH2:26]1)[CH2:18][NH:17][C:67](=[O:68])[C:66]1[CH:70]=[CH:71][C:63]([C:62]([F:61])([F:72])[F:73])=[CH:64][CH:65]=1, predict the reactants needed to synthesize it.